Predict the reactants needed to synthesize the given product. From a dataset of Full USPTO retrosynthesis dataset with 1.9M reactions from patents (1976-2016). (1) The reactants are: [CH3:1][Si:2]([CH3:49])([CH3:48])[CH2:3][CH2:4][O:5][CH2:6][N:7]([CH2:40][O:41][CH2:42][CH2:43][Si:44]([CH3:47])([CH3:46])[CH3:45])[C:8]1[N:13]2[N:14]=[CH:15][C:16]([C:17]3[CH:18]=[N:19][C:20]([C:23]4[CH:28]=[CH:27][CH:26]=[CH:25][CH:24]=4)=[CH:21][CH:22]=3)=[C:12]2[N:11]=[C:10]([O:29][C:30]2[CH:39]=[CH:38][C:33]([C:34]([O:36][CH3:37])=[O:35])=[CH:32][CH:31]=2)[CH:9]=1.C1C(=O)N([Br:57])C(=O)C1. Given the product [CH3:49][Si:2]([CH3:48])([CH3:1])[CH2:3][CH2:4][O:5][CH2:6][N:7]([CH2:40][O:41][CH2:42][CH2:43][Si:44]([CH3:47])([CH3:46])[CH3:45])[C:8]1[N:13]2[N:14]=[CH:15][C:16]([C:17]3[CH:18]=[N:19][C:20]([C:23]4[CH:28]=[CH:27][CH:26]=[CH:25][CH:24]=4)=[CH:21][CH:22]=3)=[C:12]2[N:11]=[C:10]([O:29][C:30]2[CH:31]=[CH:32][C:33]([C:34]([O:36][CH3:37])=[O:35])=[CH:38][CH:39]=2)[C:9]=1[Br:57], predict the reactants needed to synthesize it. (2) Given the product [F:9][CH2:8][C:4]1[N:3]=[C:2]([C:13]#[C:12][CH2:11][CH2:10][C:14]2[S:15][C:16]3[CH:22]=[CH:21][CH:20]=[CH:19][C:17]=3[N:18]=2)[CH:7]=[CH:6][CH:5]=1, predict the reactants needed to synthesize it. The reactants are: Br[C:2]1[CH:7]=[CH:6][CH:5]=[C:4]([CH2:8][F:9])[N:3]=1.[CH2:10]([C:14]1[S:15][C:16]2[CH:22]=[CH:21][CH:20]=[CH:19][C:17]=2[N:18]=1)[CH2:11][C:12]#[CH:13].